Predict the product of the given reaction. From a dataset of Forward reaction prediction with 1.9M reactions from USPTO patents (1976-2016). (1) Given the reactants [CH2:1]([C:5]1[CH:10]=[CH:9][C:8]([NH:11][CH3:12])=[CH:7][CH:6]=1)[CH2:2][CH2:3][CH3:4].C(=O)([O-])[O-].[K+].[K+].C(#N)C.Cl[CH2:23][C:24]([N:26]1[CH2:31][CH2:30][N:29]([C:32]2[C:37]([C:38]#[N:39])=[N:36][CH:35]=[CH:34][N:33]=2)[CH2:28][CH2:27]1)=[O:25], predict the reaction product. The product is: [CH2:1]([C:5]1[CH:6]=[CH:7][C:8]([N:11]([CH3:12])[CH2:23][C:24]([N:26]2[CH2:31][CH2:30][N:29]([C:32]3[C:37]([C:38]#[N:39])=[N:36][CH:35]=[CH:34][N:33]=3)[CH2:28][CH2:27]2)=[O:25])=[CH:9][CH:10]=1)[CH2:2][CH2:3][CH3:4]. (2) Given the reactants Cl[C:2]1[CH:3]=[C:4]([O:9][CH3:10])[CH:5]=[C:6]([Cl:8])[CH:7]=1.[Mg].CN(C)[CH:14]=[O:15], predict the reaction product. The product is: [Cl:8][C:6]1[CH:7]=[C:2]([CH:3]=[C:4]([O:9][CH3:10])[CH:5]=1)[CH:14]=[O:15]. (3) Given the reactants [OH:1][CH:2]1[CH2:7][CH2:6][N:5]([CH2:8][C:9]([OH:11])=O)[CH2:4][CH2:3]1.[NH2:12][C@@H:13]([CH3:37])[C:14]([NH:16][C@@H:17]([CH2:28][C:29]1[CH:34]=[CH:33][C:32]([O:35][CH3:36])=[CH:31][CH:30]=1)[C:18]([O:20][CH2:21][C:22]1[CH:27]=[CH:26][CH:25]=[CH:24][CH:23]=1)=[O:19])=[O:15].CN(C(ON1N=NC2C=CC=NC1=2)=[N+](C)C)C.F[P-](F)(F)(F)(F)F.CN1CCOCC1, predict the reaction product. The product is: [OH:1][CH:2]1[CH2:3][CH2:4][N:5]([CH2:8][C:9]([NH:12][C@@H:13]([CH3:37])[C:14]([NH:16][C@@H:17]([CH2:28][C:29]2[CH:30]=[CH:31][C:32]([O:35][CH3:36])=[CH:33][CH:34]=2)[C:18]([O:20][CH2:21][C:22]2[CH:27]=[CH:26][CH:25]=[CH:24][CH:23]=2)=[O:19])=[O:15])=[O:11])[CH2:6][CH2:7]1. (4) Given the reactants [OH:1][CH:2]1[C:11]2[C:6](=[CH:7][CH:8]=[C:9](B(O)O)[CH:10]=2)[O:5][C:4]([CH3:16])([CH3:15])[CH2:3]1.Br[C:18]1[C:23](=[O:24])[N:22]([CH2:25][C:26]2[CH:31]=[CH:30][C:29]([C:32]3[C:33]([C:38]#[N:39])=[CH:34][CH:35]=[CH:36][CH:37]=3)=[CH:28][CH:27]=2)[C:21]([CH2:40][CH2:41][CH3:42])=[N:20][C:19]=1[CH3:43], predict the reaction product. The product is: [OH:1][CH:2]1[C:11]2[C:6](=[CH:7][CH:8]=[C:9]([C:18]3[C:23](=[O:24])[N:22]([CH2:25][C:26]4[CH:27]=[CH:28][C:29]([C:32]5[C:33]([C:38]#[N:39])=[CH:34][CH:35]=[CH:36][CH:37]=5)=[CH:30][CH:31]=4)[C:21]([CH2:40][CH2:41][CH3:42])=[N:20][C:19]=3[CH3:43])[CH:10]=2)[O:5][C:4]([CH3:16])([CH3:15])[CH2:3]1. (5) Given the reactants [Br:1]Br.[CH3:3][CH2:4][C:5]([C:7]1[C:16]2[C:11](=[CH:12][CH:13]=[CH:14][CH:15]=2)[CH:10]=[CH:9][CH:8]=1)=[O:6], predict the reaction product. The product is: [Br:1][CH:4]([CH3:3])[C:5]([C:7]1[C:16]2[C:11](=[CH:12][CH:13]=[CH:14][CH:15]=2)[CH:10]=[CH:9][CH:8]=1)=[O:6]. (6) Given the reactants [Cl-].[C:2]([C:6]1[CH:11]=[CH:10][C:9]([I+:12][C:13]2[CH:18]=[CH:17][C:16]([C:19]([CH3:22])([CH3:21])[CH3:20])=[CH:15][CH:14]=2)=[CH:8][CH:7]=1)([CH3:5])([CH3:4])[CH3:3].[CH3:23][O:24][C:25]1[C:26]2[C:31]([C:32]([O:44][CH3:45])=[C:33]3[C:38]=1[CH:37]=[C:36]([S:39]([O:42]C)(=[O:41])=[O:40])[CH:35]=[CH:34]3)=[CH:30][CH:29]=[CH:28][CH:27]=2, predict the reaction product. The product is: [CH3:23][O:24][C:25]1[C:26]2[C:31]([C:32]([O:44][CH3:45])=[C:33]3[C:38]=1[CH:37]=[C:36]([S:39]([O-:42])(=[O:40])=[O:41])[CH:35]=[CH:34]3)=[CH:30][CH:29]=[CH:28][CH:27]=2.[C:19]([C:16]1[CH:17]=[CH:18][C:13]([I+:12][C:9]2[CH:8]=[CH:7][C:6]([C:2]([CH3:5])([CH3:4])[CH3:3])=[CH:11][CH:10]=2)=[CH:14][CH:15]=1)([CH3:22])([CH3:21])[CH3:20]. (7) Given the reactants [CH2:1]([C:5]1[N:6]=[C:7]([CH3:34])[N:8]([CH2:27][CH:28]([OH:33])[C:29]([CH3:32])([CH3:31])[CH3:30])[C:9](=[O:26])[C:10]=1[CH2:11][C:12]1[CH:17]=[CH:16][C:15]([C:18]2[C:19]([C:24]#[N:25])=[CH:20][CH:21]=[CH:22][CH:23]=2)=[CH:14][CH:13]=1)[CH2:2][CH2:3][CH3:4].FC(F)(F)S(O[Si](C(C)(C)C)(C)C)(=O)=O.[N:50]1C(C)=CC=CC=1C.[Cl-].O[NH3+].[C:61](=[O:64])([O-])[OH:62].[Na+], predict the reaction product. The product is: [CH2:1]([C:5]1[N:6]=[C:7]([CH3:34])[N:8]([CH2:27][CH:28]([OH:33])[C:29]([CH3:32])([CH3:31])[CH3:30])[C:9](=[O:26])[C:10]=1[CH2:11][C:12]1[CH:17]=[CH:16][C:15]([C:18]2[CH:23]=[CH:22][CH:21]=[CH:20][C:19]=2[C:24]2[NH:50][C:61](=[O:64])[O:62][N:25]=2)=[CH:14][CH:13]=1)[CH2:2][CH2:3][CH3:4].